Dataset: Full USPTO retrosynthesis dataset with 1.9M reactions from patents (1976-2016). Task: Predict the reactants needed to synthesize the given product. (1) Given the product [F:37][C:34]([F:35])([F:36])[C:32]1[CH:33]=[C:29]([C:28]([F:27])([F:38])[F:39])[N:30]([CH:2]([C:7]2[CH:12]=[C:11]([CH3:13])[C:10]([NH:14][C:15](=[O:25])[C:16]3[CH:21]=[CH:20][CH:19]=[C:18]([N+:22]([O-:24])=[O:23])[CH:17]=3)=[C:9]([CH3:26])[CH:8]=2)[C:3]([F:6])([F:5])[F:4])[N:31]=1, predict the reactants needed to synthesize it. The reactants are: Cl[CH:2]([C:7]1[CH:12]=[C:11]([CH3:13])[C:10]([NH:14][C:15](=[O:25])[C:16]2[CH:21]=[CH:20][CH:19]=[C:18]([N+:22]([O-:24])=[O:23])[CH:17]=2)=[C:9]([CH3:26])[CH:8]=1)[C:3]([F:6])([F:5])[F:4].[F:27][C:28]([F:39])([F:38])[C:29]1[CH:33]=[C:32]([C:34]([F:37])([F:36])[F:35])[NH:31][N:30]=1.C(=O)([O-])[O-].[K+].[K+].[Cl-].[NH4+]. (2) Given the product [Br:1][C:2]1[CH:7]=[C:6]([N+:8]([O-:10])=[O:9])[C:5]([O:17][CH3:18])=[CH:4][C:3]=1[O:14][CH3:13], predict the reactants needed to synthesize it. The reactants are: [Br:1][C:2]1[CH:7]=[C:6]([N+:8]([O-:10])=[O:9])[C:5](F)=[CH:4][C:3]=1F.[CH3:13][O-:14].[Na+].O.[O:17]1CCOC[CH2:18]1.